This data is from Forward reaction prediction with 1.9M reactions from USPTO patents (1976-2016). The task is: Predict the product of the given reaction. (1) The product is: [N:15]1([CH2:2][C:3]2[N:4]=[N:5][C:6]3[C:7](=[C:9]([NH2:14])[N:10]=[C:11]([NH2:13])[N:12]=3)[N:8]=2)[CH2:20][CH2:19][O:18][CH2:17][CH2:16]1. Given the reactants Cl[CH2:2][C:3]1[N:4]=[N:5][C:6]2[C:7](=[C:9]([NH2:14])[N:10]=[C:11]([NH2:13])[N:12]=2)[N:8]=1.[NH:15]1[CH2:20][CH2:19][O:18][CH2:17][CH2:16]1, predict the reaction product. (2) Given the reactants [O:1]=[C:2]1[C:7](C(O)=O)=[CH:6][NH:5][N:4]2[CH:11]=[CH:12][CH:13]=[C:3]12, predict the reaction product. The product is: [NH:5]1[CH:6]=[CH:7][C:2](=[O:1])[C:3]2=[CH:13][CH:12]=[CH:11][N:4]12. (3) Given the reactants [Cl-].O[NH3+].[C:4](=[O:7])([O-])[OH:5].[Na+].[CH3:9][O:10][C:11]1[CH:16]=[CH:15][C:14]([C:17](=[O:46])[CH2:18][N:19]2[C:24](=[O:25])[CH:23]=[C:22]([O:26][CH2:27][CH2:28][CH3:29])[N:21]([CH2:30][C:31]3[CH:36]=[CH:35][C:34]([C:37]4[C:38]([C:43]#[N:44])=[CH:39][CH:40]=[CH:41][CH:42]=4)=[CH:33][CH:32]=3)[C:20]2=[O:45])=[CH:13][CH:12]=1.[N:47]12CCCN=C1CCCCC2, predict the reaction product. The product is: [CH3:9][O:10][C:11]1[CH:16]=[CH:15][C:14]([C:17](=[O:46])[CH2:18][N:19]2[C:24](=[O:25])[CH:23]=[C:22]([O:26][CH2:27][CH2:28][CH3:29])[N:21]([CH2:30][C:31]3[CH:32]=[CH:33][C:34]([C:37]4[CH:42]=[CH:41][CH:40]=[CH:39][C:38]=4[C:43]4[NH:47][C:4](=[O:7])[O:5][N:44]=4)=[CH:35][CH:36]=3)[C:20]2=[O:45])=[CH:13][CH:12]=1. (4) Given the reactants C([N-]C(C)C)(C)C.[Li+].[F:9][C:10]1[CH:15]=[CH:14][C:13]([CH2:16][C:17]([OH:19])=[O:18])=[CH:12][C:11]=1[C:20]([F:23])([F:22])[F:21].I[CH2:25][CH:26]1[CH2:30][CH2:29][CH2:28][CH2:27]1, predict the reaction product. The product is: [CH:26]1([CH2:25][CH:16]([C:13]2[CH:14]=[CH:15][C:10]([F:9])=[C:11]([C:20]([F:21])([F:22])[F:23])[CH:12]=2)[C:17]([OH:19])=[O:18])[CH2:30][CH2:29][CH2:28][CH2:27]1. (5) Given the reactants C(O[C:6](=O)[N:7](C)[C@H:8]([CH2:16][C:17]1[S:18][CH:19]=[CH:20][CH:21]=1)[CH2:9][N:10]([CH3:15])[S:11]([CH3:14])(=[O:13])=[O:12])(C)(C)C.FC(F)(F)C(O)=O.C(=O)([O-])O.[Na+].O, predict the reaction product. The product is: [CH3:15][N:10]([CH2:9][C@H:8]([NH:7][CH3:6])[CH2:16][C:17]1[S:18][CH:19]=[CH:20][CH:21]=1)[S:11]([CH3:14])(=[O:13])=[O:12].